Dataset: Full USPTO retrosynthesis dataset with 1.9M reactions from patents (1976-2016). Task: Predict the reactants needed to synthesize the given product. (1) Given the product [O:37]=[C:29]1[NH:28][CH2:30][C:31](=[O:33])[N:11]1[CH2:10][CH2:9][O:8][C:7]1[CH:12]=[CH:13][C:4]([CH:3]=[O:19])=[C:5]([N+:16]([O-:18])=[O:17])[C:6]=1[O:14][CH3:15], predict the reactants needed to synthesize it. The reactants are: CO[CH:3]([O:19]C)[C:4]1[CH:13]=[CH:12][C:7]([O:8][CH2:9][CH2:10][NH2:11])=[C:6]([O:14][CH3:15])[C:5]=1[N+:16]([O-:18])=[O:17].C(N(CC)CC)C.[N+:28]([CH2:30][C:31]([O:33]CC)=O)#[C-:29].Cl.[OH-:37].[Na+]. (2) Given the product [NH2:44][C:41]1[N:42]=[CH:43][C:38]([C:24]2[CH:25]=[CH:26][C:27]([C:2]3[CH:7]=[CH:6][C:5]([C:8]([F:11])([F:10])[F:9])=[CH:4][C:3]=3[S:12]([N:15]3[CH2:20][CH2:19][NH:18][C:17](=[O:21])[CH2:16]3)(=[O:14])=[O:13])=[CH:28][C:23]=2[F:22])=[CH:39][N:40]=1, predict the reactants needed to synthesize it. The reactants are: Br[C:2]1[CH:7]=[CH:6][C:5]([C:8]([F:11])([F:10])[F:9])=[CH:4][C:3]=1[S:12]([N:15]1[CH2:20][CH2:19][NH:18][C:17](=[O:21])[CH2:16]1)(=[O:14])=[O:13].[F:22][C:23]1[CH:28]=[C:27](B2OC(C)(C)C(C)(C)O2)[CH:26]=[CH:25][C:24]=1[C:38]1[CH:39]=[N:40][C:41]([NH2:44])=[N:42][CH:43]=1.